This data is from Tyrosyl-DNA phosphodiesterase HTS with 341,365 compounds. The task is: Binary Classification. Given a drug SMILES string, predict its activity (active/inactive) in a high-throughput screening assay against a specified biological target. (1) The result is 0 (inactive). The molecule is S1(=O)(=O)N(CCC(=O)Nc2scc(n2)C)C(=O)c2c1cccc2. (2) The result is 0 (inactive). The molecule is o1nc(nc1CN1C(CCCC1)CCc1ccccc1)C1CC1. (3) The result is 0 (inactive). The molecule is O(C1=C(Nc2ccc(OCC)cc2)C(=O)c2c(C1=O)cccc2)C. (4) The compound is S1(=O)(=O)CC(N(C)C(=O)COC(=O)c2c3c(n(nc3C)c3ccc(cc3)C)nc(c2)c2ccccc2)CC1. The result is 0 (inactive). (5) The result is 0 (inactive). The drug is OCCC1N(CCN(C1)Cc1c(n(nc1)CC)C)Cc1ccc(OCC)cc1.